From a dataset of Full USPTO retrosynthesis dataset with 1.9M reactions from patents (1976-2016). Predict the reactants needed to synthesize the given product. (1) Given the product [C:1]1([C:12]2[CH:13]=[CH:14][CH:15]=[CH:16][CH:17]=2)[CH:6]=[CH:5][C:4]([CH2:7][CH2:8][C:9]([O:11][CH2:30][C:27]2[CH:28]=[CH:29][CH:24]=[CH:25][CH:26]=2)=[O:10])=[CH:3][CH:2]=1, predict the reactants needed to synthesize it. The reactants are: [C:1]1([C:12]2[CH:17]=[CH:16][CH:15]=[CH:14][CH:13]=2)[CH:6]=[CH:5][C:4]([CH2:7][CH2:8][C:9]([OH:11])=[O:10])=[CH:3][CH:2]=1.C([O-])([O-])=O.[K+].[K+].[CH:24]1[CH:29]=[CH:28][C:27]([CH2:30]Br)=[CH:26][CH:25]=1. (2) Given the product [Cl:35][C:8]1[CH:9]=[C:10]([S:13][C:14]2[CH:19]=[C:18]([O:20][CH2:21][CH2:22][CH2:23][N:24]3[CH2:25][CH2:26][O:27][CH2:28][CH2:29]3)[CH:17]=[C:16]([C:30]#[C:31][CH2:32][O:33][CH3:34])[CH:15]=2)[CH:11]=[CH:12][C:7]=1[O:6][CH2:5][C:4]([OH:36])=[O:3], predict the reactants needed to synthesize it. The reactants are: C([O:3][C:4](=[O:36])[CH2:5][O:6][C:7]1[CH:12]=[CH:11][C:10]([S:13][C:14]2[CH:19]=[C:18]([O:20][CH2:21][CH2:22][CH2:23][N:24]3[CH2:29][CH2:28][O:27][CH2:26][CH2:25]3)[CH:17]=[C:16]([C:30]#[C:31][CH2:32][O:33][CH3:34])[CH:15]=2)=[CH:9][C:8]=1[Cl:35])C.[OH-].[Na+].Cl. (3) Given the product [CH3:20][O:18][C:17]([C@@H:12]1[CH2:13][CH2:14][CH2:15][CH2:16][N:11]1[C:9]([O:8][CH2:1][C:2]1[CH:3]=[CH:4][CH:5]=[CH:6][CH:7]=1)=[O:10])=[O:19], predict the reactants needed to synthesize it. The reactants are: [CH2:1]([O:8][C:9]([N:11]1[CH2:16][CH2:15][CH2:14][CH2:13][C@H:12]1[C:17]([OH:19])=[O:18])=[O:10])[C:2]1[CH:7]=[CH:6][CH:5]=[CH:4][CH:3]=1.[C:20](OC(=O)CC(N)C(O)CF)(C)(C)C.C1C=CC2N(O)N=NC=2C=1.C(Cl)CCl.